Dataset: Reaction yield outcomes from USPTO patents with 853,638 reactions. Task: Predict the reaction yield, written as a fraction of the theoretical maximum amount of product (1.0 means a 100% yield; for example, 0.34 means a 34% yield). (1) The reactants are [Cl-].O[NH3+:3].[C:4](=[O:7])([O-])[OH:5].[Na+].CS(C)=O.[OH:13][CH:14]([CH3:51])[CH2:15][O:16][C@H:17]1[CH2:22][CH2:21][C@H:20]([N:23]2[C:28](=[O:29])[C:27]([CH2:30][C:31]3[CH:36]=[CH:35][C:34]([C:37]4[C:38]([C:43]#[N:44])=[CH:39][CH:40]=[CH:41][CH:42]=4)=[CH:33][CH:32]=3)=[C:26]([CH2:45][CH2:46][CH3:47])[N:25]3[N:48]=[CH:49][CH:50]=[C:24]23)[CH2:19][CH2:18]1. The catalyst is C(OCC)(=O)C. The product is [OH:13][CH:14]([CH3:51])[CH2:15][O:16][C@H:17]1[CH2:22][CH2:21][C@H:20]([N:23]2[C:28](=[O:29])[C:27]([CH2:30][C:31]3[CH:36]=[CH:35][C:34]([C:37]4[CH:42]=[CH:41][CH:40]=[CH:39][C:38]=4[C:43]4[NH:3][C:4](=[O:7])[O:5][N:44]=4)=[CH:33][CH:32]=3)=[C:26]([CH2:45][CH2:46][CH3:47])[N:25]3[N:48]=[CH:49][CH:50]=[C:24]23)[CH2:19][CH2:18]1. The yield is 0.660. (2) The reactants are [SH:1][CH2:2][CH2:3][C:4]([OH:6])=[O:5].[F:7][C:8]([F:12])([F:11])[CH:9]=[CH2:10]. The catalyst is C1(C)C=CC=CC=1. The product is [F:7][C:8]([F:12])([F:11])[CH2:9][CH2:10][S:1][CH2:2][CH2:3][C:4]([OH:6])=[O:5]. The yield is 0.760. (3) The product is [Cl:1][C:2]1[C:7]([C:8]2[O:9][C:10]3[CH:16]=[CH:15][CH:14]=[CH:13][C:11]=3[N:12]=2)=[CH:6][C:5]([N+:17]([O-:19])=[O:18])=[C:4]([NH:21][CH:22]2[CH2:27][CH2:26][O:25][CH2:24][CH2:23]2)[CH:3]=1. The catalyst is C(#N)C. The yield is 0.210. The reactants are [Cl:1][C:2]1[C:7]([C:8]2[O:9][C:10]3[CH:16]=[CH:15][CH:14]=[CH:13][C:11]=3[N:12]=2)=[CH:6][C:5]([N+:17]([O-:19])=[O:18])=[C:4](F)[CH:3]=1.[NH2:21][CH:22]1[CH2:27][CH2:26][O:25][CH2:24][CH2:23]1.O. (4) The reactants are [CH2:1]([O:8][C:9](=[O:14])[C@H:10]([CH2:12][OH:13])[NH2:11])[C:2]1[CH:7]=[CH:6][CH:5]=[CH:4][CH:3]=1.[C:15]([O:23][C@H:24]([CH2:29][CH2:30][CH2:31][CH2:32][CH2:33][CH2:34][CH2:35][CH2:36][CH2:37][CH2:38][CH3:39])[CH2:25][C:26](O)=[O:27])(=[O:22])[CH2:16][CH2:17][CH2:18][CH2:19][CH2:20][CH3:21].C(Cl)CCl.CI. The catalyst is C(Cl)Cl. The product is [CH2:1]([O:8][C:9](=[O:14])[C@H:10]([CH2:12][OH:13])[NH:11][C:26](=[O:27])[CH2:25][C@H:24]([O:23][C:15](=[O:22])[CH2:16][CH2:17][CH2:18][CH2:19][CH2:20][CH3:21])[CH2:29][CH2:30][CH2:31][CH2:32][CH2:33][CH2:34][CH2:35][CH2:36][CH2:37][CH2:38][CH3:39])[C:2]1[CH:7]=[CH:6][CH:5]=[CH:4][CH:3]=1. The yield is 0.910. (5) The catalyst is C1COCC1. The reactants are CON(C)[C:4]([C:6]1[C:7]([C:14]2[CH:19]=[CH:18][CH:17]=[CH:16][CH:15]=2)=[N:8][O:9][C:10]=1[CH:11]1[CH2:13][CH2:12]1)=[O:5].[CH3:21][Mg]Br. The yield is 0.940. The product is [CH:11]1([C:10]2[O:9][N:8]=[C:7]([C:14]3[CH:15]=[CH:16][CH:17]=[CH:18][CH:19]=3)[C:6]=2[C:4](=[O:5])[CH3:21])[CH2:12][CH2:13]1. (6) The reactants are [F:1][C:2]1[C:3]([O:12][CH3:13])=[N:4][CH:5]=[C:6]([CH:11]=1)[C:7]([O:9]C)=[O:8].[OH-].[K+]. The catalyst is CO. The product is [F:1][C:2]1[C:3]([O:12][CH3:13])=[N:4][CH:5]=[C:6]([CH:11]=1)[C:7]([OH:9])=[O:8]. The yield is 0.980. (7) The reactants are [NH2:1][C:2]1[N:7]=[CH:6][N:5]=[C:4]2[N:8]([CH2:25][C@@H:26]3[CH2:30][C:29]([F:32])([F:31])[CH2:28][N:27]3[C:33](=[O:37])[CH2:34][C:35]#[N:36])[N:9]=[C:10]([C:11]3[CH:16]=[CH:15][C:14]([O:17][C:18]4[CH:23]=[CH:22][CH:21]=[CH:20][CH:19]=4)=[CH:13][C:12]=3[F:24])[C:3]=12.[CH:38]1([CH:41]=O)[CH2:40][CH2:39]1.N1CCCCC1. The catalyst is C(O)C. The product is [NH2:1][C:2]1[N:7]=[CH:6][N:5]=[C:4]2[N:8]([CH2:25][C@@H:26]3[CH2:30][C:29]([F:31])([F:32])[CH2:28][N:27]3[C:33]([C:34](=[CH:41][CH:38]3[CH2:40][CH2:39]3)[C:35]#[N:36])=[O:37])[N:9]=[C:10]([C:11]3[CH:16]=[CH:15][C:14]([O:17][C:18]4[CH:23]=[CH:22][CH:21]=[CH:20][CH:19]=4)=[CH:13][C:12]=3[F:24])[C:3]=12. The yield is 0.180.